Dataset: Forward reaction prediction with 1.9M reactions from USPTO patents (1976-2016). Task: Predict the product of the given reaction. (1) Given the reactants [H-].[Na+].[C:3]1(=[O:13])[NH:7][C:6](=[O:8])[C:5]2=[CH:9][CH:10]=[CH:11][CH:12]=[C:4]12.[F:14][C:15]1[CH:20]=[C:19]([N+:21]([O-:23])=[O:22])[C:18]([CH3:24])=[CH:17][C:16]=1F.Cl, predict the reaction product. The product is: [F:14][C:15]1[CH:20]=[C:19]([N+:21]([O-:23])=[O:22])[C:18]([CH3:24])=[CH:17][C:16]=1[N:7]1[C:3](=[O:13])[C:4]2[C:5](=[CH:9][CH:10]=[CH:11][CH:12]=2)[C:6]1=[O:8]. (2) Given the reactants [F:1][C:2]1[CH:7]=[CH:6][C:5]([S:8]([NH:11][CH:12]2[CH2:21][CH2:20][C:19]3[C:14](=[CH:15][CH:16]=[CH:17][C:18]=3[CH2:22][CH2:23][CH:24]([OH:29])C(F)(F)F)[CH2:13]2)(=[O:10])=[O:9])=[CH:4][CH:3]=1.FC1C=CC(S(NC2CCC3C(=CC=CC=3CCCO)C2)(=O)=O)=CC=1.[Cr](Cl)([O-])(=O)=O.[NH+]1C=CC=CC=1, predict the reaction product. The product is: [F:1][C:2]1[CH:7]=[CH:6][C:5]([S:8]([NH:11][CH:12]2[CH2:21][CH2:20][C:19]3[C:14](=[CH:15][CH:16]=[CH:17][C:18]=3[CH2:22][CH2:23][CH:24]=[O:29])[CH2:13]2)(=[O:9])=[O:10])=[CH:4][CH:3]=1.